This data is from Forward reaction prediction with 1.9M reactions from USPTO patents (1976-2016). The task is: Predict the product of the given reaction. (1) Given the reactants [CH3:1][C:2]([O:4][C@H:5]1[C:14]2[C@@:15]3([CH3:30])[C@@H:26]([CH2:27][O:28][CH3:29])[O:25][C:23](=[O:24])[C:17]4=[CH:18][O:19][C:20]([C:21](=[O:22])[C:13]=2[C@@H:8]2[CH2:9][CH2:10][C@H:11]([OH:12])[C@@:7]2([CH3:31])[CH2:6]1)=[C:16]34)=[O:3].C(N(CC)CC)C.Cl.[CH3:40][NH:41][CH2:42][CH2:43][CH2:44][C:45]([OH:47])=[O:46], predict the reaction product. The product is: [C:2]([O:4][CH:5]1[C:14]2[C:15]3([CH3:30])[C:16]([C:17](=[CH:18][N:41]([CH3:40])[CH2:42][CH2:43][CH2:44][C:45]([OH:47])=[O:46])[C:23](=[O:24])[O:25][CH:26]3[CH2:27][O:28][CH3:29])=[C:20]([OH:19])[C:21](=[O:22])[C:13]=2[CH:8]2[C:7]([CH3:31])([CH:11]([OH:12])[CH2:10][CH2:9]2)[CH2:6]1)(=[O:3])[CH3:1]. (2) Given the reactants C(O[C:4]([C:6]1[N:7]=[C:8]([C:27]#[N:28])[C:9]2[C:14]([C:15]=1[OH:16])=[CH:13][CH:12]=[C:11]([NH:17][C:18](=[O:26])[C:19]1[CH:24]=[CH:23][C:22]([F:25])=[CH:21][CH:20]=1)[CH:10]=2)=[O:5])C.[CH2:29]([O:31][C:32](=[O:38])[C:33]([CH3:37])([CH3:36])[CH2:34][NH2:35])[CH3:30], predict the reaction product. The product is: [CH2:29]([O:31][C:32](=[O:38])[C:33]([CH3:37])([CH3:36])[CH2:34][NH:35][C:4]([C:6]1[N:7]=[C:8]([C:27]#[N:28])[C:9]2[C:14]([C:15]=1[OH:16])=[CH:13][CH:12]=[C:11]([NH:17][C:18](=[O:26])[C:19]1[CH:20]=[CH:21][C:22]([F:25])=[CH:23][CH:24]=1)[CH:10]=2)=[O:5])[CH3:30]. (3) Given the reactants [CH3:1][O:2][C:3]1[CH:8]=[CH:7][C:6]([C:9]([F:12])([F:11])[F:10])=[CH:5][C:4]=1/[N:13]=[CH:14]/[N:15]([CH3:17])[CH3:16].[Br:18]N1C(=O)CCC1=O, predict the reaction product. The product is: [Br:18][C:5]1[C:6]([C:9]([F:12])([F:11])[F:10])=[CH:7][CH:8]=[C:3]([O:2][CH3:1])[C:4]=1/[N:13]=[CH:14]/[N:15]([CH3:16])[CH3:17]. (4) Given the reactants [F:1][C:2]1[CH:7]=[CH:6][CH:5]=[CH:4][C:3]=1[OH:8].CC([O-])(C)C.[K+].Cl[CH2:16][C:17](=[N:33][O:34][CH3:35])[CH2:18][N:19]1[C:27]2[C:22](=[CH:23][C:24]([N:28]=[CH:29][N:30]([CH3:32])[CH3:31])=[CH:25][CH:26]=2)[CH:21]=[CH:20]1, predict the reaction product. The product is: [F:1][C:2]1[CH:7]=[CH:6][CH:5]=[CH:4][C:3]=1[O:8][CH2:16][C:17](=[N:33][O:34][CH3:35])[CH2:18][N:19]1[C:27]2[C:22](=[CH:23][C:24]([N:28]=[CH:29][N:30]([CH3:31])[CH3:32])=[CH:25][CH:26]=2)[CH:21]=[CH:20]1. (5) Given the reactants [CH:1]1[C:14]2[CH:13]([NH2:15])[C:12]3[C:7](=[CH:8][CH:9]=[CH:10][CH:11]=3)[O:6][C:5]=2[CH:4]=[CH:3][CH:2]=1.C(N(CC)CC)C.[CH3:23][C:24]1[N:29]=[C:28]([C:30]2[CH:35]=[CH:34][CH:33]=[CH:32][CH:31]=2)[C:27]([NH:36][C:37](=O)[O:38]C2C=CC=CC=2)=[CH:26][N:25]=1, predict the reaction product. The product is: [CH3:23][C:24]1[N:29]=[C:28]([C:30]2[CH:35]=[CH:34][CH:33]=[CH:32][CH:31]=2)[C:27]([NH:36][C:37]([NH:15][CH:13]2[C:14]3[CH:1]=[CH:2][CH:3]=[CH:4][C:5]=3[O:6][C:7]3[C:12]2=[CH:11][CH:10]=[CH:9][CH:8]=3)=[O:38])=[CH:26][N:25]=1. (6) Given the reactants [C:1]([O:5][CH2:6][CH3:7])(=[O:4])[CH2:2][OH:3].[C:8]1([C:18]2[CH:23]=[CH:22][CH:21]=[CH:20][CH:19]=2)[CH:13]=[CH:12][C:11]([S:14](Cl)(=[O:16])=[O:15])=[CH:10][CH:9]=1.C(N(CC)CC)C.O, predict the reaction product. The product is: [C:8]1([C:18]2[CH:23]=[CH:22][CH:21]=[CH:20][CH:19]=2)[CH:13]=[CH:12][C:11]([S:14]([O:3][CH2:2][C:1]([O:5][CH2:6][CH3:7])=[O:4])(=[O:16])=[O:15])=[CH:10][CH:9]=1. (7) Given the reactants C(OC([N:8]1[CH2:12][C:11](=[O:13])[N:10]([C:14]2[CH:19]=[CH:18][C:17]([C:20]([N:22]3[CH2:27][CH2:26][N:25]([C:28]4[C:33]([CH3:34])=[CH:32][C:31]([CH3:35])=[CH:30][N:29]=4)[CH2:24][CH2:23]3)=[O:21])=[CH:16][CH:15]=2)[CH2:9]1)=O)(C)(C)C.Cl.CO.C(=O)([O-])O.[Na+], predict the reaction product. The product is: [CH3:34][C:33]1[C:28]([N:25]2[CH2:24][CH2:23][N:22]([C:20]([C:17]3[CH:16]=[CH:15][C:14]([N:10]4[C:11](=[O:13])[CH2:12][NH:8][CH2:9]4)=[CH:19][CH:18]=3)=[O:21])[CH2:27][CH2:26]2)=[N:29][CH:30]=[C:31]([CH3:35])[CH:32]=1.